Dataset: Clinical trial toxicity outcomes and FDA approval status for drugs. Task: Regression/Classification. Given a drug SMILES string, predict its toxicity properties. Task type varies by dataset: regression for continuous values (e.g., LD50, hERG inhibition percentage) or binary classification for toxic/non-toxic outcomes (e.g., AMES mutagenicity, cardiotoxicity, hepatotoxicity). Dataset: clintox. (1) The molecule is Cc1ccccc1C(OCC[NH+](C)C)c1ccccc1. The result is 0 (passed clinical trial). (2) The compound is S=[Se]=S. The result is 0 (passed clinical trial).